From a dataset of Full USPTO retrosynthesis dataset with 1.9M reactions from patents (1976-2016). Predict the reactants needed to synthesize the given product. (1) The reactants are: [CH:1]1([NH:5][C:6]2[CH:14]=[C:13]([F:15])[C:12]([F:16])=[CH:11][C:7]=2[C:8]([OH:10])=O)[CH2:4][CH2:3][CH2:2]1.[CH3:17][C:18]([NH2:22])([C:20]#[CH:21])[CH3:19].CCN=C=NCCCN(C)C.CCN(C(C)C)C(C)C.C1C=CC2N(O)N=NC=2C=1. Given the product [CH:1]1([NH:5][C:6]2[CH:14]=[C:13]([F:15])[C:12]([F:16])=[CH:11][C:7]=2[C:8]([NH:22][C:18]([CH3:19])([C:20]#[CH:21])[CH3:17])=[O:10])[CH2:2][CH2:3][CH2:4]1, predict the reactants needed to synthesize it. (2) Given the product [C:13]([C:11]([C:1]([C:3]([F:6])([F:5])[F:4])([C:7]([F:10])([F:9])[F:8])[F:2])([O:12][CH2:32][CH3:33])[F:23])([C:15]([F:16])([F:17])[F:18])([C:19]([F:20])([F:21])[F:22])[F:14], predict the reactants needed to synthesize it. The reactants are: [C:1]([C:11]([C:13]([C:19]([F:22])([F:21])[F:20])([C:15]([F:18])([F:17])[F:16])[F:14])=[O:12])([C:7]([F:10])([F:9])[F:8])([C:3]([F:6])([F:5])[F:4])[F:2].[F-:23].[K+].S(O[CH2:32][CH3:33])(OCC)(=O)=O.[OH-].[K+]. (3) Given the product [NH2:19][C:11]1[CH:12]=[C:13]2[C:18](=[C:9]([O:8][CH2:1][C:2]3[CH:7]=[CH:6][CH:5]=[CH:4][CH:3]=3)[CH:10]=1)[N:17]=[CH:16][CH:15]=[CH:14]2, predict the reactants needed to synthesize it. The reactants are: [CH2:1]([O:8][C:9]1[CH:10]=[C:11]([N+:19]([O-])=O)[CH:12]=[C:13]2[C:18]=1[N:17]=[CH:16][CH:15]=[CH:14]2)[C:2]1[CH:7]=[CH:6][CH:5]=[CH:4][CH:3]=1.CC(O)=O.C([O-])(O)=O.[Na+]. (4) Given the product [CH:3]1([C:9]2[C:17]3[C:12](=[CH:13][C:14]([C:18]([O:20][CH3:21])=[O:19])=[CH:15][CH:16]=3)[N:11]([CH2:38][C:34](=[CH2:33])[C:35]([OH:37])=[O:36])[C:10]=2[C:22]2[CH:27]=[CH:26][CH:25]=[CH:24][C:23]=2[CH:28]=[CH2:29])[CH2:8][CH2:7][CH2:6][CH2:5][CH2:4]1, predict the reactants needed to synthesize it. The reactants are: [H-].[Na+].[CH:3]1([C:9]2[C:17]3[C:12](=[CH:13][C:14]([C:18]([O:20][CH3:21])=[O:19])=[CH:15][CH:16]=3)[NH:11][C:10]=2[C:22]2[CH:27]=[CH:26][CH:25]=[CH:24][C:23]=2[CH:28]=[CH2:29])[CH2:8][CH2:7][CH2:6][CH2:5][CH2:4]1.[H][H].Br[CH2:33][C:34](=[CH2:38])[C:35]([OH:37])=[O:36]. (5) The reactants are: [OH:1][CH2:2][CH2:3][C:4]1[CH:9]=[CH:8][CH:7]=[CH:6][N:5]=1.[CH2:10]([O:17][C:18]1[CH:23]=[CH:22][C:21]([C:24]2[CH:29]=[CH:28][C:27]([C:30](O)=[O:31])=[CH:26][CH:25]=2)=[CH:20][CH:19]=1)[CH2:11][CH2:12][CH2:13][CH2:14][CH2:15][CH3:16]. Given the product [N:5]1[CH:6]=[CH:7][CH:8]=[CH:9][C:4]=1[CH2:3][CH2:2][O:1][C:30]([C:27]1[CH:26]=[CH:25][C:24]([C:21]2[CH:22]=[CH:23][C:18]([O:17][CH2:10][CH2:11][CH2:12][CH2:13][CH2:14][CH2:15][CH3:16])=[CH:19][CH:20]=2)=[CH:29][CH:28]=1)=[O:31], predict the reactants needed to synthesize it. (6) Given the product [CH3:19][O:20][C:13]1[CH:12]=[CH:11][C:10](/[CH:3]=[CH:4]/[C:5]([OH:7])=[O:6])=[CH:15][CH:14]=1.[CH2:38]([NH:74][CH2:23][CH2:25][OH:26])[CH2:39][OH:41], predict the reactants needed to synthesize it. The reactants are: CO[C:3]([C:10]1[CH:15]=[CH:14][CH:13]=[CH:12][CH:11]=1)=[C:4](OC)[C:5]([OH:7])=[O:6].C(C(CCCC)[C:19](OC[CH:23]([CH2:25][OH:26])O)=[O:20])C.C1(C(C2C=CC=CC=2)=[CH:38][C:39]([O-:41])=O)C=CC=CC=1.CCCCC(COC(C(C#[N:74])=C(C1C=CC=CC=1)C1C=CC=CC=1)=O)CC.CCOC(C(C#N)=C(C1C=CC=CC=1)C1C=CC=CC=1)=O. (7) The reactants are: [CH2:1]([O:3][C:4]([N:6]1[CH2:11][CH2:10][C:9]2[C:12]([C:16]#[N:17])=[C:13]([NH2:15])[S:14][C:8]=2[CH2:7]1)=[O:5])[CH3:2].[C:18](Cl)(=[O:25])[C:19]1[CH:24]=[CH:23][CH:22]=[CH:21][CH:20]=1. Given the product [CH2:1]([O:3][C:4]([N:6]1[CH2:11][CH2:10][C:9]2[C:12]([C:16]#[N:17])=[C:13]([NH:15][C:18](=[O:25])[C:19]3[CH:24]=[CH:23][CH:22]=[CH:21][CH:20]=3)[S:14][C:8]=2[CH2:7]1)=[O:5])[CH3:2], predict the reactants needed to synthesize it.